From a dataset of Catalyst prediction with 721,799 reactions and 888 catalyst types from USPTO. Predict which catalyst facilitates the given reaction. (1) Reactant: [O:1]1[CH2:5][CH2:4][CH2:3][CH2:2]1.[CH:6]1([C:12]2[CH:18]=[CH:17][C:15]([OH:16])=[CH:14][C:13]=2[OH:19])[CH2:11][CH2:10][CH2:9][CH2:8][CH2:7]1.[H-].[Na+].[P:22](Cl)([O:32][CH2:33][C:34]1[CH:39]=[CH:38][CH:37]=[CH:36][CH:35]=1)([O:24][CH2:25][C:26]1[CH:31]=[CH:30][CH:29]=[CH:28][CH:27]=1)=[O:23]. Product: [CH2:5]([O:1][P:22]([O:16][C:15]1[CH:17]=[CH:18][C:12]([CH:6]2[CH2:7][CH2:8][CH2:9][CH2:10][CH2:11]2)=[C:13]([O:19][P:22]([O:32][CH2:33][C:34]2[CH:39]=[CH:38][CH:37]=[CH:36][CH:35]=2)([O:24][CH2:25][C:26]2[CH:31]=[CH:30][CH:29]=[CH:28][CH:27]=2)=[O:23])[CH:14]=1)([O:24][CH2:25][C:26]1[CH:31]=[CH:30][CH:29]=[CH:28][CH:27]=1)=[O:23])[C:4]1[CH:33]=[CH:34][CH:35]=[CH:2][CH:3]=1. The catalyst class is: 6. (2) Reactant: [F:1][C:2]1[CH:10]=[CH:9][C:8]2[N:7]([S:11]([C:14]3[CH:19]=[CH:18][CH:17]=[CH:16][CH:15]=3)(=[O:13])=[O:12])[C:6]3[CH2:20][CH2:21][NH:22][C:23](=[O:24])[C:5]=3[C:4]=2[CH:3]=1.I[C:26]1[CH:27]=[N:28][CH:29]=[CH:30][C:31]=1[CH3:32].P([O-])([O-])([O-])=O.[K+].[K+].[K+]. Product: [F:1][C:2]1[CH:10]=[CH:9][C:8]2[N:7]([S:11]([C:14]3[CH:15]=[CH:16][CH:17]=[CH:18][CH:19]=3)(=[O:13])=[O:12])[C:6]3[CH2:20][CH2:21][N:22]([C:26]4[CH:27]=[N:28][CH:29]=[CH:30][C:31]=4[CH3:32])[C:23](=[O:24])[C:5]=3[C:4]=2[CH:3]=1. The catalyst class is: 246. (3) Reactant: [CH2:1]([O:3][C:4]1[CH:9]=[C:8]([CH2:10][C:11]2[CH:16]=[CH:15][CH:14]=[CH:13][N:12]=2)[CH:7]=[CH:6][C:5]=1[OH:17])[CH3:2].[H-].[Na+].C1C=CC(N([S:27]([C:30]([F:33])([F:32])[F:31])(=[O:29])=[O:28])[S:27]([C:30]([F:33])([F:32])[F:31])(=[O:29])=[O:28])=CC=1.[Cl-].[NH4+]. Product: [F:31][C:30]([F:33])([F:32])[S:27]([O:17][C:5]1[CH:6]=[CH:7][C:8]([CH2:10][C:11]2[CH:16]=[CH:15][CH:14]=[CH:13][N:12]=2)=[CH:9][C:4]=1[O:3][CH2:1][CH3:2])(=[O:29])=[O:28]. The catalyst class is: 7. (4) Reactant: [Cl:1][C:2]1[CH:7]=[CH:6][CH:5]=[CH:4][C:3]=1[CH:8]=[CH:9][O:10]C.Cl.C(=O)(O)[O-].[Na+]. Product: [Cl:1][C:2]1[CH:7]=[CH:6][CH:5]=[CH:4][C:3]=1[CH2:8][CH:9]=[O:10]. The catalyst class is: 472. (5) Reactant: Cl[C:2]1[C:3]2[C:4](=[CH:14][N:15](CC3C=CC(OC)=CC=3)[N:16]=2)[N:5]=[C:6]([C:8]2[CH:13]=[CH:12][CH:11]=[CH:10][CH:9]=2)[N:7]=1.[CH3:26][N:27]([CH3:35])[C:28]1[CH:33]=[CH:32][C:31]([NH2:34])=[CH:30][CH:29]=1.Cl. Product: [CH3:26][N:27]([CH3:35])[C:28]1[CH:33]=[CH:32][C:31]([NH:34][C:2]2[C:3]3[NH:16][N:15]=[CH:14][C:4]=3[N:5]=[C:6]([C:8]3[CH:9]=[CH:10][CH:11]=[CH:12][CH:13]=3)[N:7]=2)=[CH:30][CH:29]=1. The catalyst class is: 71. (6) Reactant: [NH2:1][C:2]1[S:3][C:4]2[C:9]([N:10]=1)=[CH:8][CH:7]=[C:6]([C:11]1[CH:12]=[C:13]([CH:27]=[CH:28][CH:29]=1)[C:14]([NH:16][C:17]1[CH:22]=[CH:21][CH:20]=[C:19]([C:23]([F:26])([F:25])[F:24])[CH:18]=1)=[O:15])[N:5]=2.C([N:32]([CH2:35][CH3:36])[CH2:33][CH3:34])C.C(Cl)(=O)OC1C=CC([N+]([O-])=O)=CC=1.NC1CC[N:54]([C:57](OC(C)(C)C)=[O:58])[CH2:53]C1.[F:64][C:65]([F:70])([F:69])[C:66]([OH:68])=[O:67]. Product: [NH:32]1[CH2:33][CH2:34][CH:53]([NH:54][C:57](=[O:58])[NH:1][C:2]2[S:3][C:4]3[C:9]([N:10]=2)=[CH:8][CH:7]=[C:6]([C:11]2[CH:12]=[C:13]([CH:27]=[CH:28][CH:29]=2)[C:14]([NH:16][C:17]2[CH:22]=[CH:21][CH:20]=[C:19]([C:23]([F:26])([F:25])[F:24])[CH:18]=2)=[O:15])[N:5]=3)[CH2:36][CH2:35]1.[C:66]([OH:68])([C:65]([F:70])([F:69])[F:64])=[O:67]. The catalyst class is: 4. (7) Reactant: Cl[C:2]1[N:10]=[C:9]([F:11])[N:8]=[C:7]2[C:3]=1[N:4]=[CH:5][NH:6]2.Cl.[CH3:13][O:14][C:15]1[C:19]([NH2:20])=[CH:18][N:17]([CH3:21])[N:16]=1.C(=O)(O)[O-].[Na+]. Product: [F:11][C:9]1[N:8]=[C:7]2[C:3]([N:4]=[CH:5][NH:6]2)=[C:2]([NH:20][C:19]2[C:15]([O:14][CH3:13])=[N:16][N:17]([CH3:21])[CH:18]=2)[N:10]=1. The catalyst class is: 25.